This data is from Forward reaction prediction with 1.9M reactions from USPTO patents (1976-2016). The task is: Predict the product of the given reaction. (1) Given the reactants Br[C:2]1[CH:7]=[C:6]([C:8]([F:11])([F:10])[F:9])[CH:5]=[C:4]([S:12]([CH3:15])(=[O:14])=[O:13])[CH:3]=1.CCN(CC)CC.[C]=O.C[CH2:26][O:27][C:28](C)=[O:29], predict the reaction product. The product is: [CH3:26][O:27][C:28](=[O:29])[C:2]1[CH:7]=[C:6]([C:8]([F:11])([F:10])[F:9])[CH:5]=[C:4]([S:12]([CH3:15])(=[O:14])=[O:13])[CH:3]=1. (2) Given the reactants FC(F)(F)S(O[C:7]1[C:8]([C:18](=[O:20])[CH3:19])=[CH:9][C:10]([F:17])=[C:11]2[C:16]=1[N:15]=[CH:14][CH:13]=[CH:12]2)(=O)=O.[NH:23]1[CH2:28][CH2:27][NH:26][CH2:25][CH2:24]1.C(=O)([O-])[O-].[Cs+].[Cs+], predict the reaction product. The product is: [F:17][C:10]1[CH:9]=[C:8]([C:18](=[O:20])[CH3:19])[C:7]([N:23]2[CH2:28][CH2:27][NH:26][CH2:25][CH2:24]2)=[C:16]2[C:11]=1[CH:12]=[CH:13][CH:14]=[N:15]2. (3) Given the reactants Br[C:2]1[CH:3]=[C:4]2[C:9](=[CH:10][CH:11]=1)[N:8]=[CH:7][C:6]([C:12]([CH:14]1[CH2:16][CH2:15]1)=[O:13])=[C:5]2[NH:17][C@H:18]1[CH2:23][CH2:22][C@H:21]([NH:24][C:25](=[O:31])[O:26][C:27]([CH3:30])([CH3:29])[CH3:28])[CH2:20][CH2:19]1.CC1(C)C(C)(C)OB([C:40]2[CH:41]=[N:42][C:43]([C:46]#[N:47])=[N:44][CH:45]=2)O1, predict the reaction product. The product is: [C:46]([C:43]1[N:44]=[CH:45][C:40]([C:2]2[CH:3]=[C:4]3[C:9](=[CH:10][CH:11]=2)[N:8]=[CH:7][C:6]([C:12]([CH:14]2[CH2:16][CH2:15]2)=[O:13])=[C:5]3[NH:17][C@H:18]2[CH2:19][CH2:20][C@H:21]([NH:24][C:25](=[O:31])[O:26][C:27]([CH3:30])([CH3:28])[CH3:29])[CH2:22][CH2:23]2)=[CH:41][N:42]=1)#[N:47].